Regression/Classification. Given a drug SMILES string, predict its absorption, distribution, metabolism, or excretion properties. Task type varies by dataset: regression for continuous measurements (e.g., permeability, clearance, half-life) or binary classification for categorical outcomes (e.g., BBB penetration, CYP inhibition). Dataset: hlm. From a dataset of Human liver microsome stability data. (1) The compound is Cc1ccc(NC(=O)c2occc2C)cc1-c1nc2ncccc2o1. The result is 1 (stable in human liver microsomes). (2) The drug is CC(OC(=O)N1C[C@@H]2C[C@H]1CN2C(=O)[C@@]1(C(C)C)CC[C@@H](NC2CCOCC2)C1)C(F)(F)F. The result is 0 (unstable in human liver microsomes). (3) The drug is NS(=O)(=O)CC(=O)NCCSc1nonc1C(=NO)Nc1cccc(Br)c1. The result is 0 (unstable in human liver microsomes). (4) The drug is COc1cccc(OC)c1CNC(=O)c1cc2cc(C[C@@H](C)NC[C@H](O)c3ccc(O)c(CO)c3)ccc2[nH]1. The result is 1 (stable in human liver microsomes). (5) The drug is Cc1noc(-c2ccc3c(c2)c2c(n3CCCSc3ccc(F)c(F)c3)CCCC2)n1. The result is 1 (stable in human liver microsomes).